This data is from TCR-epitope binding with 47,182 pairs between 192 epitopes and 23,139 TCRs. The task is: Binary Classification. Given a T-cell receptor sequence (or CDR3 region) and an epitope sequence, predict whether binding occurs between them. The epitope is FLLNKEMYL. Result: 0 (the TCR does not bind to the epitope). The TCR CDR3 sequence is CASRKGIQETQYF.